Dataset: Full USPTO retrosynthesis dataset with 1.9M reactions from patents (1976-2016). Task: Predict the reactants needed to synthesize the given product. (1) Given the product [Cl:10][C:4]1[CH:3]=[C:2]([C:17]2[CH:18]=[CH:19][CH:20]=[C:15]([O:14][CH2:13][C:12]([F:11])([F:24])[F:25])[CH:16]=2)[CH:8]=[C:7]([F:9])[C:5]=1[NH2:6], predict the reactants needed to synthesize it. The reactants are: Br[C:2]1[CH:8]=[C:7]([F:9])[C:5]([NH2:6])=[C:4]([Cl:10])[CH:3]=1.[F:11][C:12]([F:25])([F:24])[CH2:13][O:14][C:15]1[CH:16]=[C:17](B(O)O)[CH:18]=[CH:19][CH:20]=1. (2) Given the product [CH:1]([N:4]1[CH2:9][CH2:8][CH:7]([O:10][C:11]2[CH:19]=[CH:18][C:17]3[N:16]4[CH2:20][CH2:21][N:22]([CH2:29][C:30]5[CH:35]=[CH:34][N:33]=[CH:32][CH:31]=5)[C:23](=[O:24])[C:15]4=[CH:14][C:13]=3[CH:12]=2)[CH2:6][CH2:5]1)([CH3:3])[CH3:2], predict the reactants needed to synthesize it. The reactants are: [CH:1]([N:4]1[CH2:9][CH2:8][CH:7]([O:10][C:11]2[CH:19]=[CH:18][C:17]3[N:16]4[CH2:20][CH2:21][NH:22][C:23](=[O:24])[C:15]4=[CH:14][C:13]=3[CH:12]=2)[CH2:6][CH2:5]1)([CH3:3])[CH3:2].[H-].[Na+].Cl.Cl[CH2:29][C:30]1[CH:35]=[CH:34][N:33]=[CH:32][CH:31]=1. (3) Given the product [CH2:1]([C:3]1[CH:4]=[CH:5][C:6]([CH2:9][CH2:10][O:11][C:12]2[CH:13]=[CH:14][C:15]([C:16]([NH:21][CH:22]3[CH:23]4[CH2:31][CH:27]5[CH2:26][C:25]([OH:32])([CH2:30][CH:29]3[CH2:28]5)[CH2:24]4)=[O:18])=[CH:19][CH:20]=2)=[N:7][CH:8]=1)[CH3:2], predict the reactants needed to synthesize it. The reactants are: [CH2:1]([C:3]1[CH:4]=[CH:5][C:6]([CH2:9][CH2:10][O:11][C:12]2[CH:20]=[CH:19][C:15]([C:16]([OH:18])=O)=[CH:14][CH:13]=2)=[N:7][CH:8]=1)[CH3:2].[NH2:21][CH:22]1[CH:29]2[CH2:30][C:25]3([OH:32])[CH2:26][CH:27]([CH2:31][CH:23]1[CH2:24]3)[CH2:28]2. (4) The reactants are: Br[C:2]1[CH:3]=[CH:4][C:5]([F:17])=[C:6]([C:8]2[C:9]([C:15]#[N:16])=[CH:10][C:11]([F:14])=[CH:12][CH:13]=2)[CH:7]=1.C([O-])(=O)C.[K+].[B:23]1([B:23]2[O:28][CH2:27][C:26]([CH3:30])([CH3:29])[CH2:25][O:24]2)[O:28][CH2:27][C:26]([CH3:30])([CH3:29])[CH2:25][O:24]1.CS(C)=O. Given the product [CH3:29][C:26]1([CH3:30])[CH2:27][O:28][B:23]([C:2]2[CH:3]=[CH:4][C:5]([F:17])=[C:6]([C:8]3[C:9]([C:15]#[N:16])=[CH:10][C:11]([F:14])=[CH:12][CH:13]=3)[CH:7]=2)[O:24][CH2:25]1, predict the reactants needed to synthesize it.